The task is: Predict the reaction yield, written as a fraction of the theoretical maximum amount of product (1.0 means a 100% yield; for example, 0.34 means a 34% yield).. This data is from Reaction yield outcomes from USPTO patents with 853,638 reactions. (1) The reactants are [NH2:1][C:2]1[CH:10]=[CH:9][C:5]([C:6]([OH:8])=O)=[CH:4][N:3]=1.CN(C(ON1N=NC2C=CC=NC1=2)=[N+](C)C)C.F[P-](F)(F)(F)(F)F.C(N(CC)CC)C.[F:42][C:43]1[CH:63]=[C:62]([S:64]([CH3:67])(=[O:66])=[O:65])[CH:61]=[CH:60][C:44]=1[O:45][C:46]1[C:51]([CH3:52])=[C:50]([O:53][CH:54]2[CH2:59][CH2:58][NH:57][CH2:56][CH2:55]2)[N:49]=[CH:48][N:47]=1. The catalyst is CN(C=O)C. The product is [NH2:1][C:2]1[N:3]=[CH:4][C:5]([C:6]([N:57]2[CH2:58][CH2:59][CH:54]([O:53][C:50]3[C:51]([CH3:52])=[C:46]([O:45][C:44]4[CH:60]=[CH:61][C:62]([S:64]([CH3:67])(=[O:65])=[O:66])=[CH:63][C:43]=4[F:42])[N:47]=[CH:48][N:49]=3)[CH2:55][CH2:56]2)=[O:8])=[CH:9][CH:10]=1. The yield is 0.907. (2) The reactants are O1CCCC1.[C:6]1([S:12][C:13]2[N:18]=[CH:17][C:16]([CH2:19][C:20](Cl)=[N:21][OH:22])=[CH:15][CH:14]=2)[CH:11]=[CH:10][CH:9]=[CH:8][CH:7]=1.[C:24]([C:26]1[C:27]([NH2:33])=[N:28][C:29]([NH2:32])=[CH:30][CH:31]=1)#[CH:25].C(N(CC)CC)C. The catalyst is O. The product is [C:6]1([S:12][C:13]2[N:18]=[CH:17][C:16]([CH2:19][C:20]3[CH:25]=[C:24]([C:26]4[C:27]([NH2:33])=[N:28][C:29]([NH2:32])=[CH:30][CH:31]=4)[O:22][N:21]=3)=[CH:15][CH:14]=2)[CH:11]=[CH:10][CH:9]=[CH:8][CH:7]=1. The yield is 0.580. (3) The reactants are [NH2:1][C:2]1[CH:3]=[C:4]([N:9]([CH3:17])[C:10](=[O:16])[O:11][C:12]([CH3:15])([CH3:14])[CH3:13])[CH:5]=[CH:6][C:7]=1[CH3:8].[CH2:18]([N:25]([CH2:36][C:37]1[CH:42]=[CH:41][CH:40]=[CH:39][CH:38]=1)[C:26]1[C:31]([N+:32]([O-:34])=[O:33])=[C:30](Cl)[N:29]=[CH:28][N:27]=1)[C:19]1[CH:24]=[CH:23][CH:22]=[CH:21][CH:20]=1.O. The yield is 0.550. The product is [CH2:36]([N:25]([CH2:18][C:19]1[CH:24]=[CH:23][CH:22]=[CH:21][CH:20]=1)[C:26]1[N:27]=[CH:28][N:29]=[C:30]([NH:1][C:2]2[CH:3]=[C:4]([N:9]([CH3:17])[C:10](=[O:16])[O:11][C:12]([CH3:14])([CH3:13])[CH3:15])[CH:5]=[CH:6][C:7]=2[CH3:8])[C:31]=1[N+:32]([O-:34])=[O:33])[C:37]1[CH:38]=[CH:39][CH:40]=[CH:41][CH:42]=1. The catalyst is O1CCOCC1. (4) The reactants are [Cl:1][C:2]1[CH:7]=[CH:6][N:5]=[C:4]([N:8]2[CH2:13][CH2:12][N:11](C(OC(C)(C)C)=O)[CH2:10][CH2:9]2)[N:3]=1.[F:21][C:22]1[CH:27]=[CH:26][C:25]([F:28])=[CH:24][C:23]=1B(O)O. No catalyst specified. The product is [ClH:1].[ClH:1].[F:21][C:22]1[CH:27]=[CH:26][C:25]([F:28])=[CH:24][C:23]=1[C:2]1[CH:7]=[CH:6][N:5]=[C:4]([N:8]2[CH2:9][CH2:10][NH:11][CH2:12][CH2:13]2)[N:3]=1. The yield is 0.950.